Dataset: Forward reaction prediction with 1.9M reactions from USPTO patents (1976-2016). Task: Predict the product of the given reaction. (1) Given the reactants [CH2:1]([N:4]1[CH:13]2[CH:8]([C:9]3[CH:19]=[CH:18][CH:17]=[C:16]4[C:10]=3[C:11](=[CH:14][NH:15]4)[CH2:12]2)[CH2:7][C@@H:6]([C:20](O)=[O:21])[CH2:5]1)[CH:2]=[CH2:3].Cl.[CH3:24][N:25]([CH3:34])[CH2:26][CH2:27][CH2:28][N:29]=[C:30]=[N:31][CH2:32][CH3:33].C(N(C(C)C)C(C)C)C.CN(C)C=[O:47], predict the reaction product. The product is: [CH3:33][CH2:32][NH:31][C:30]([N:29]([C:20]([C@H:6]1[CH2:5][N:4]([CH2:1][CH:2]=[CH2:3])[C@H:13]2[C@@H:8]([C:9]3[C:10]4[C:11]([CH2:12]2)=[CH:14][NH:15][C:16]=4[CH:17]=[CH:18][CH:19]=3)[CH2:7]1)=[O:21])[CH2:28][CH2:27][CH2:26][N:25]([CH3:24])[CH3:34])=[O:47]. (2) Given the reactants [CH3:1][O:2][C:3](=[O:24])[C:4]1[CH:9]=[CH:8][C:7]([CH2:10][NH:11][C:12]2[CH:17]=[CH:16][C:15]([CH:18]3[CH2:23][CH2:22][CH2:21][CH2:20][CH2:19]3)=[CH:14][CH:13]=2)=[CH:6][CH:5]=1.[F:25][C:26]([F:41])([F:40])[C:27]1[CH:28]=[C:29]([N:37]=[C:38]=[O:39])[CH:30]=[C:31]([C:33]([F:36])([F:35])[F:34])[CH:32]=1, predict the reaction product. The product is: [CH3:1][O:2][C:3](=[O:24])[C:4]1[CH:5]=[CH:6][C:7]([CH2:10][N:11]([C:12]2[CH:13]=[CH:14][C:15]([CH:18]3[CH2:23][CH2:22][CH2:21][CH2:20][CH2:19]3)=[CH:16][CH:17]=2)[C:38]([NH:37][C:29]2[CH:30]=[C:31]([C:33]([F:35])([F:36])[F:34])[CH:32]=[C:27]([C:26]([F:25])([F:40])[F:41])[CH:28]=2)=[O:39])=[CH:8][CH:9]=1. (3) Given the reactants C([Zn]CC)C.[CH:6]1([C:9]#[CH:10])[CH2:8][CH2:7]1.[Li]CCCC.[NH2:16][C:17]1[CH:22]=[CH:21][C:20]([C:23]2[CH:28]=[CH:27][CH:26]=[CH:25][CH:24]=2)=[CH:19][C:18]=1[C:29](=[O:34])[C:30]([F:33])([F:32])[F:31].[H][H].[CH3:37][S:38](O)(=[O:40])=[O:39], predict the reaction product. The product is: [CH3:37][S:38]([O:34][C@@:29]([C:18]1[CH:19]=[C:20]([C:23]2[CH:24]=[CH:25][CH:26]=[CH:27][CH:28]=2)[CH:21]=[CH:22][C:17]=1[NH2:16])([C:10]#[C:9][CH:6]1[CH2:8][CH2:7]1)[C:30]([F:31])([F:32])[F:33])(=[O:40])=[O:39].